Predict which catalyst facilitates the given reaction. From a dataset of Catalyst prediction with 721,799 reactions and 888 catalyst types from USPTO. Reactant: CO[C:3]1[CH:4]=[C:5]2[C:10](=[CH:11][C:12]=1[O:13][CH3:14])[N:9]=[CH:8][CH:7]=[C:6]2[O:15][C:16]1[CH:23]=[CH:22][C:21]([CH3:24])=[CH:20][C:17]=1[CH:18]=O.[NH:25]1[CH2:30][CH2:29][CH2:28][CH2:27][CH2:26]1.[BH4-].[Na+].C(OCC)(=O)C.[CH3:39][OH:40]. Product: [CH3:39][O:40][C:3]1[CH:4]=[C:5]2[C:10](=[CH:11][C:12]=1[O:13][CH3:14])[N:9]=[CH:8][CH:7]=[C:6]2[O:15][C:16]1[CH:23]=[CH:22][C:21]([CH3:24])=[CH:20][C:17]=1[CH2:18][N:25]1[CH2:30][CH2:29][CH2:28][CH2:27][CH2:26]1. The catalyst class is: 6.